This data is from Full USPTO retrosynthesis dataset with 1.9M reactions from patents (1976-2016). The task is: Predict the reactants needed to synthesize the given product. (1) The reactants are: [C:1]([C:3]1[CH:20]=[CH:19][C:6]([CH2:7][NH:8][C:9](=[O:18])[C:10]2[CH:15]=[C:14]([CH3:16])[CH:13]=[C:12]([OH:17])[CH:11]=2)=[C:5]([O:21][CH2:22][C:23](=[O:26])[NH:24][CH3:25])[CH:4]=1)#[N:2].[CH2:27]([O:29][C:30](=[O:33])[CH2:31]Cl)[CH3:28].C(=O)([O-])[O-].[Cs+].[Cs+]. Given the product [CH2:27]([O:29][C:30](=[O:33])[CH2:31][O:17][C:12]1[CH:13]=[C:14]([CH3:16])[CH:15]=[C:10]([C:9](=[O:18])[NH:8][CH2:7][C:6]2[CH:19]=[CH:20][C:3]([C:1]#[N:2])=[CH:4][C:5]=2[O:21][CH2:22][C:23](=[O:26])[NH:24][CH3:25])[CH:11]=1)[CH3:28], predict the reactants needed to synthesize it. (2) Given the product [CH3:1][O:2][C:3]1[CH:4]=[C:5]2[C:10](=[CH:11][C:12]=1[O:13][CH3:14])[N:9]=[CH:8][CH:7]=[C:6]2[O:15][C:16]1[CH:17]=[CH:18][C:19]([NH:22][CH2:23][CH2:24][O:25][C:26]2[CH:27]=[CH:28][C:29]([CH3:32])=[CH:30][CH:31]=2)=[CH:20][CH:21]=1, predict the reactants needed to synthesize it. The reactants are: [CH3:1][O:2][C:3]1[CH:4]=[C:5]2[C:10](=[CH:11][C:12]=1[O:13][CH3:14])[N:9]=[CH:8][CH:7]=[C:6]2[O:15][C:16]1[CH:21]=[CH:20][C:19]([NH:22][C:23](=O)[CH2:24][O:25][C:26]2[CH:31]=[CH:30][C:29]([CH3:32])=[CH:28][CH:27]=2)=[CH:18][CH:17]=1.Cl.[OH-].[Na+]. (3) Given the product [Cl:1][C:2]1[CH:7]=[CH:6][C:5]([C:8]2[CH:9]=[C:10]([CH3:18])[C:11]3[N:12]([C:14]([C:20]#[C:19][C:21]4[CH:22]=[CH:23][C:24]([NH2:27])=[N:25][CH:26]=4)=[CH:15][N:16]=3)[CH:13]=2)=[CH:4][CH:3]=1, predict the reactants needed to synthesize it. The reactants are: [Cl:1][C:2]1[CH:7]=[CH:6][C:5]([C:8]2[CH:9]=[C:10]([CH3:18])[C:11]3[N:12]([C:14](I)=[CH:15][N:16]=3)[CH:13]=2)=[CH:4][CH:3]=1.[C:19]([C:21]1[CH:22]=[CH:23][C:24]([NH2:27])=[N:25][CH:26]=1)#[CH:20].